Dataset: Full USPTO retrosynthesis dataset with 1.9M reactions from patents (1976-2016). Task: Predict the reactants needed to synthesize the given product. (1) Given the product [C:17]([N:25]1[C:26](=[O:27])[N:1]([CH2:4][C:5]([O:7][CH2:8][CH3:9])=[O:6])[C:2](=[O:11])[S:3]1)(=[O:24])[C:18]1[CH:23]=[CH:22][CH:21]=[CH:20][CH:19]=1, predict the reactants needed to synthesize it. The reactants are: [N:1]([CH2:4][C:5]([O:7][CH2:8][CH3:9])=[O:6])=[C:2]=[S:3].Cl.[O-:11][Mn](=O)(=O)=O.[K+].[C:17]([N:25]=[C:26]=[O:27])(=[O:24])[C:18]1[CH:23]=[CH:22][CH:21]=[CH:20][CH:19]=1. (2) The reactants are: [Br:1][C:2]1[CH:3]=[C:4]([NH2:9])[C:5]([Cl:8])=[N:6][CH:7]=1.[C:10]([C:13]1[CH:18]=[CH:17][C:16]([S:19](Cl)(=[O:21])=[O:20])=[CH:15][CH:14]=1)(=[O:12])[CH3:11]. Given the product [C:10]([C:13]1[CH:14]=[CH:15][C:16]([S:19]([NH:9][C:4]2[C:5]([Cl:8])=[N:6][CH:7]=[C:2]([Br:1])[CH:3]=2)(=[O:21])=[O:20])=[CH:17][CH:18]=1)(=[O:12])[CH3:11], predict the reactants needed to synthesize it. (3) Given the product [CH3:20][O:19][C:17](=[O:18])[CH:16]([C:11]1[C:12]([CH3:15])=[CH:13][CH:14]=[C:9]([O:8][CH2:1][C:2]2[CH:7]=[CH:6][CH:5]=[CH:4][CH:3]=2)[C:10]=1[C:22]1[CH:31]=[C:26]2[C:25](=[CH:24][CH:23]=1)[O:30][CH2:29][CH2:28][CH2:27]2)[O:21][CH2:44][CH2:43][CH3:45], predict the reactants needed to synthesize it. The reactants are: [CH2:1]([O:8][C:9]1[C:10]([C:22]2[CH:23]=[CH:24][C:25]3[O:30][CH2:29][CH2:28][CH2:27][C:26]=3[CH:31]=2)=[C:11]([CH:16]([OH:21])[C:17]([O:19][CH3:20])=[O:18])[C:12]([CH3:15])=[CH:13][CH:14]=1)[C:2]1[CH:7]=[CH:6][CH:5]=[CH:4][CH:3]=1.C[Si]([N-][Si](C)(C)C)(C)C.[Li+].I[CH:43]([CH3:45])[CH3:44].O.